Dataset: Peptide-MHC class II binding affinity with 134,281 pairs from IEDB. Task: Regression. Given a peptide amino acid sequence and an MHC pseudo amino acid sequence, predict their binding affinity value. This is MHC class II binding data. The peptide sequence is GELQIVDKIDDAFKI. The MHC is DRB1_0701 with pseudo-sequence DRB1_0701. The binding affinity (normalized) is 0.514.